This data is from Forward reaction prediction with 1.9M reactions from USPTO patents (1976-2016). The task is: Predict the product of the given reaction. (1) Given the reactants S(Cl)([Cl:3])=O.[C:5]([OH:16])(=O)/[CH:6]=[CH:7]/[CH2:8][CH2:9][CH2:10][CH2:11][CH2:12][CH2:13][CH3:14], predict the reaction product. The product is: [C:5]([Cl:3])(=[O:16])[CH:6]=[CH:7][CH2:8][CH2:9][CH2:10][CH2:11][CH2:12][CH2:13][CH3:14]. (2) Given the reactants [CH3:1][N:2]([CH3:19])[C:3]1[CH:18]=[CH:17][C:6]([C:7]([NH:9][C:10]2[CH:16]=[CH:15][C:13]([NH2:14])=[CH:12][CH:11]=2)=[O:8])=[CH:5][CH:4]=1.[N:20]1[C:24]2[CH:25]=[CH:26][C:27]([C:29]([O-])=[O:30])=[CH:28][C:23]=2[NH:22][CH:21]=1, predict the reaction product. The product is: [CH3:1][N:2]([CH3:19])[C:3]1[CH:4]=[CH:5][C:6]([C:7]([NH:9][C:10]2[CH:16]=[CH:15][C:13]([NH:14][C:29]([C:27]3[CH:26]=[CH:25][C:24]4[NH:20][CH:21]=[N:22][C:23]=4[CH:28]=3)=[O:30])=[CH:12][CH:11]=2)=[O:8])=[CH:17][CH:18]=1. (3) Given the reactants [O:1]1[CH2:6][CH2:5][CH2:4][CH2:3][CH:2]1[O:7][C:8]1[CH:13]=[CH:12][C:11](C(=O)C)=[CH:10][CH:9]=1.[C:17](=[O:20])([O-])[O-].[NH4+:21].[NH4+:22].[C-:23]#N.[K+].Cl.[CH2:27]([OH:29])[CH3:28], predict the reaction product. The product is: [CH3:23][C@@:28]1([C:11]2[CH:10]=[CH:9][C:8]([O:7][C@H:2]3[CH2:3][CH2:4][CH2:5][CH2:6][O:1]3)=[CH:13][CH:12]=2)[C:27](=[O:29])[NH:22][C:17](=[O:20])[NH:21]1. (4) Given the reactants [C:1]([O:4][CH2:5][CH2:6][C:7]1[C:8](Br)=[N:9][C:10]([Br:13])=[N:11][CH:12]=1)(=[O:3])[CH3:2].[CH:15]1([C:18]2[NH:22][N:21]=[C:20]([NH2:23])[CH:19]=2)[CH2:17][CH2:16]1.CCN(C(C)C)C(C)C, predict the reaction product. The product is: [C:1]([O:4][CH2:5][CH2:6][C:7]1[C:8]([NH:23][C:20]2[CH:19]=[C:18]([CH:15]3[CH2:17][CH2:16]3)[NH:22][N:21]=2)=[N:9][C:10]([Br:13])=[N:11][CH:12]=1)(=[O:3])[CH3:2]. (5) Given the reactants C(OC(=O)CSC1S[C:10]([NH:12][C:13]([N:15]([CH2:25][CH:26]2[CH2:30][CH2:29][CH2:28]C2)[C:16]2[CH:21]=[CH:20][C:19]([O:22][CH3:23])=[C:18]([F:24])[CH:17]=2)=[O:14])=NC=1)C.C1(CN(C2C=CC(S(C)(=O)=O)=CC=2)C(=O)NC2SC=C(CC(O)=O)N=2)CCCC1.C1(CNC2C=CC(OC)=C(F)C=2)CCCC1.C([O:79][C:80](=[O:89])[CH:81]([S:83][C:84]1[S:88][CH:87]=[N:86][CH:85]=1)N)C, predict the reaction product. The product is: [CH:25]1([N:15]([C:16]2[CH:21]=[CH:20][C:19]([O:22][CH3:23])=[C:18]([F:24])[CH:17]=2)[C:13](=[O:14])[N:12]([CH3:10])[C:87]2[S:88][C:84]([S:83][CH2:81][C:80]([OH:79])=[O:89])=[CH:85][N:86]=2)[CH2:26][CH2:30][CH2:29][CH2:28]1. (6) The product is: [CH:29]1[C:30]2[C:25](=[CH:24][C:23]3[C:18]([C:17]=2[C:15](=[NH:16])[N:9]2[CH2:14][CH2:13][CH2:12][CH2:11][CH2:10]2)=[CH:19][CH:20]=[CH:21][CH:22]=3)[CH:26]=[CH:27][CH:28]=1. Given the reactants C[Mg+].[Br-].CCOCC.[NH:9]1[CH2:14][CH2:13][CH2:12][CH2:11][CH2:10]1.[C:15]([C:17]1[C:18]2[C:23]([CH:24]=[C:25]3[C:30]=1[CH:29]=[CH:28][CH:27]=[CH:26]3)=[CH:22][CH:21]=[CH:20][CH:19]=2)#[N:16], predict the reaction product. (7) The product is: [ClH:26].[NH:8]1[CH2:13][CH2:12][CH:11]([C:14]2[NH:15][C:16](=[O:25])[C:17]3[C:22]([CH:23]=2)=[C:21]([CH3:24])[CH:20]=[CH:19][CH:18]=3)[CH2:10][CH2:9]1. Given the reactants C(OC([N:8]1[CH2:13][CH2:12][CH:11]([C:14]2[NH:15][C:16](=[O:25])[C:17]3[C:22]([CH:23]=2)=[C:21]([CH3:24])[CH:20]=[CH:19][CH:18]=3)[CH2:10][CH2:9]1)=O)(C)(C)C.[ClH:26], predict the reaction product.